Regression. Given a peptide amino acid sequence and an MHC pseudo amino acid sequence, predict their binding affinity value. This is MHC class I binding data. From a dataset of Peptide-MHC class I binding affinity with 185,985 pairs from IEDB/IMGT. (1) The MHC is HLA-A30:01 with pseudo-sequence HLA-A30:01. The peptide sequence is KSINKVYGK. The binding affinity (normalized) is 0.694. (2) The peptide sequence is NHINVKLSL. The MHC is Mamu-A07 with pseudo-sequence Mamu-A07. The binding affinity (normalized) is 0.928. (3) The peptide sequence is ILIGVIITW. The MHC is HLA-B58:01 with pseudo-sequence HLA-B58:01. The binding affinity (normalized) is 0.322.